Dataset: Forward reaction prediction with 1.9M reactions from USPTO patents (1976-2016). Task: Predict the product of the given reaction. (1) Given the reactants [NH2:1][C:2]1[CH:3]=[C:4]2[C:8](=[CH:9][CH:10]=1)[N:7]([CH2:11][O:12][CH2:13][CH2:14][Si:15]([CH3:18])([CH3:17])[CH3:16])[N:6]=[C:5]2[C:19]#[C:20][C:21]1[CH:26]=[CH:25][CH:24]=[CH:23][CH:22]=1.O, predict the reaction product. The product is: [NH2:1][C:2]1[CH:3]=[C:4]2[C:8](=[CH:9][CH:10]=1)[N:7]([CH2:11][O:12][CH2:13][CH2:14][Si:15]([CH3:18])([CH3:16])[CH3:17])[N:6]=[C:5]2[CH2:19][CH2:20][C:21]1[CH:22]=[CH:23][CH:24]=[CH:25][CH:26]=1. (2) Given the reactants [CH3:1][O:2][C:3]1[CH:4]=[C:5]2[C:10](=[CH:11][C:12]=1[CH:13]=[CH:14][C:15]([O:17][CH2:18][CH3:19])=[O:16])[N:9]=[CH:8][CH:7]=[C:6]2[O:20][C:21]1[C:22]([CH3:31])=[N:23][C:24]2[C:29]([CH:30]=1)=[CH:28][CH:27]=[CH:26][CH:25]=2, predict the reaction product. The product is: [CH3:1][O:2][C:3]1[CH:4]=[C:5]2[C:10](=[CH:11][C:12]=1[CH2:13][CH2:14][C:15]([O:17][CH2:18][CH3:19])=[O:16])[N:9]=[CH:8][CH:7]=[C:6]2[O:20][C:21]1[C:22]([CH3:31])=[N:23][C:24]2[C:29]([CH:30]=1)=[CH:28][CH:27]=[CH:26][CH:25]=2. (3) Given the reactants [I-].[NH2:2][C:3]1[S:4][C:5]2[CH:12]=[C:11]([C:13]3[S:14][C:15]4[CH:21]=[C:20]([CH3:22])[CH:19]=[CH:18][C:16]=4[N:17]=3)[CH:10]=[CH:9][C:6]=2[N+:7]=1[CH3:8].O.[OH-].[Na+], predict the reaction product. The product is: [NH:2]=[C:3]1[N:7]([CH3:8])[C:6]2[CH:9]=[CH:10][C:11]([C:13]3[S:14][C:15]4[CH:21]=[C:20]([CH3:22])[CH:19]=[CH:18][C:16]=4[N:17]=3)=[CH:12][C:5]=2[S:4]1. (4) Given the reactants [S:1](=[O:26])(=[O:25])([O:3][C:4]1[C:21]([O:22][CH3:23])=[CH:20][C:19]2[C@@H:18]3[C@H:9]([C@H:10]4[C@@:14]([CH2:16][CH2:17]3)([CH3:15])[C:13](=O)[CH2:12][CH2:11]4)[CH2:8][CH2:7][C:6]=2[CH:5]=1)[NH2:2].Cl.[NH2:28][OH:29].C(=O)(O)[O-].[Na+].O, predict the reaction product. The product is: [S:1](=[O:26])(=[O:25])([O:3][C:4]1[C:21]([O:22][CH3:23])=[CH:20][C:19]2[C@@H:18]3[C@H:9]([C@H:10]4[C@@:14]([CH2:16][CH2:17]3)([CH3:15])/[C:13](=[N:28]/[OH:29])/[CH2:12][CH2:11]4)[CH2:8][CH2:7][C:6]=2[CH:5]=1)[NH2:2]. (5) The product is: [C:33]([O:32][C:30]([N:14]1[CH2:17][CH:16]([CH2:18][CH2:19][O:20][CH3:21])[CH2:15]1)=[O:31])([CH3:34])([CH3:35])[CH3:36]. Given the reactants C([N:14]1[CH2:17][CH:16]([CH2:18][CH2:19][O:20][CH3:21])[CH2:15]1)(C1C=CC=CC=1)C1C=CC=CC=1.[CH3:34][C:33]([O:32][C:30](O[C:30]([O:32][C:33]([CH3:36])([CH3:35])[CH3:34])=[O:31])=[O:31])([CH3:36])[CH3:35], predict the reaction product.